Task: Predict which catalyst facilitates the given reaction.. Dataset: Catalyst prediction with 721,799 reactions and 888 catalyst types from USPTO Reactant: CN(C(ON1N=NC2C=CC=NC1=2)=[N+](C)C)C.F[P-](F)(F)(F)(F)F.[F:25][C:26]([F:44])([F:43])[C:27]1[CH:32]=[CH:31][CH:30]=[CH:29][C:28]=1[C:33]1[CH:34]=[CH:35][C:36]2[N:37]([C:39]([NH2:42])=[CH:40][N:41]=2)[N:38]=1.[CH3:45][C:46]1([CH3:62])[O:50][C@H:49]([CH2:51][O:52][C:53]2[N:58]=[C:57]([C:59](O)=[O:60])[CH:56]=[N:55][CH:54]=2)[CH2:48][O:47]1.C(N(CC)C(C)C)(C)C. Product: [CH3:45][C:46]1([CH3:62])[O:50][C@H:49]([CH2:51][O:52][C:53]2[N:58]=[C:57]([C:59]([NH:42][C:39]3[N:37]4[N:38]=[C:33]([C:28]5[CH:29]=[CH:30][CH:31]=[CH:32][C:27]=5[C:26]([F:25])([F:43])[F:44])[CH:34]=[CH:35][C:36]4=[N:41][CH:40]=3)=[O:60])[CH:56]=[N:55][CH:54]=2)[CH2:48][O:47]1. The catalyst class is: 287.